From a dataset of Retrosynthesis with 50K atom-mapped reactions and 10 reaction types from USPTO. Predict the reactants needed to synthesize the given product. (1) Given the product CCC(CC)n1cc(CCCCBr)c(=O)c2cc(F)c(NC3CCCCC3)cc21, predict the reactants needed to synthesize it. The reactants are: BrC(Br)(Br)Br.CCC(CC)n1cc(CCCCO)c(=O)c2cc(F)c(NC3CCCCC3)cc21. (2) Given the product CC(=O)NC[C@H]1CN(c2ccc(N3CCC(C#N)(Nc4cccc([N+](=O)[O-])c4)CC3)c(F)c2)C(=O)O1, predict the reactants needed to synthesize it. The reactants are: CC(=O)NC[C@H]1CN(c2ccc(N3CCC(=O)CC3)c(F)c2)C(=O)O1.Nc1cccc([N+](=O)[O-])c1.[C-]#N. (3) Given the product COc1cccc(CNCCc2ccccc2)c1OCCCN1CCOCC1, predict the reactants needed to synthesize it. The reactants are: COc1cccc(C=NCCc2ccccc2)c1OCCCN1CCOCC1. (4) Given the product CCOC(=O)C1(COC(=O)c2ccccc2)CC=CCO1, predict the reactants needed to synthesize it. The reactants are: CCOC(=O)C1(CO)CC=CCO1.O=C(Cl)c1ccccc1. (5) Given the product CCOC(=O)C=Cc1cccc(NC(=O)c2csc(-c3ccccc3)n2)c1, predict the reactants needed to synthesize it. The reactants are: CCOC(=O)C=Cc1cccc(NC(=O)c2csc(Cl)n2)c1.OB(O)c1ccccc1.